From a dataset of Forward reaction prediction with 1.9M reactions from USPTO patents (1976-2016). Predict the product of the given reaction. Given the reactants Br[C:2]1[CH:3]=[CH:4][C:5]2[O:11][CH2:10][CH2:9][N:8]3[C:12]([C:18]([NH:20][CH3:21])=[O:19])=[C:13]([C:15]([NH2:17])=[O:16])[N:14]=[C:7]3[C:6]=2[CH:22]=1.[N:23]1[CH:28]=[CH:27][CH:26]=[CH:25][C:24]=1[C:29]([OH:33])([C:31]#[CH:32])[CH3:30], predict the reaction product. The product is: [OH:33][C:29]([C:24]1[CH:25]=[CH:26][CH:27]=[CH:28][N:23]=1)([CH3:30])[C:31]#[C:32][C:2]1[CH:3]=[CH:4][C:5]2[O:11][CH2:10][CH2:9][N:8]3[C:12]([C:18]([NH:20][CH3:21])=[O:19])=[C:13]([C:15]([NH2:17])=[O:16])[N:14]=[C:7]3[C:6]=2[CH:22]=1.